Task: Binary Classification. Given a T-cell receptor sequence (or CDR3 region) and an epitope sequence, predict whether binding occurs between them.. Dataset: TCR-epitope binding with 47,182 pairs between 192 epitopes and 23,139 TCRs (1) Result: 0 (the TCR does not bind to the epitope). The epitope is GTSGSPIIDK. The TCR CDR3 sequence is CASSQVEMRQGAWSPLHF. (2) The epitope is YLDAYNMMI. The TCR CDR3 sequence is CASSYGRSPLHF. Result: 0 (the TCR does not bind to the epitope). (3) The epitope is WICLLQFAY. Result: 1 (the TCR binds to the epitope). The TCR CDR3 sequence is CSVLAVTYNEQFF. (4) The epitope is RPHERNGFTVL. The TCR CDR3 sequence is CATSDTDRAYNEQFF. Result: 0 (the TCR does not bind to the epitope). (5) The epitope is IVTDFSVIK. The TCR CDR3 sequence is CASSLAGGMDTEAFF. Result: 1 (the TCR binds to the epitope). (6) The epitope is YIFFASFYY. The TCR CDR3 sequence is CASSRYNEQFF. Result: 1 (the TCR binds to the epitope). (7) The TCR CDR3 sequence is CASSQDLPLGNTIYF. The epitope is RLQSLQTYV. Result: 0 (the TCR does not bind to the epitope). (8) The epitope is RLRAEAQVK. The TCR CDR3 sequence is CASSTGTGLPYEQYF. Result: 1 (the TCR binds to the epitope). (9) The epitope is FVDGVPFVV. The TCR CDR3 sequence is CASSDSRGGLEETQYF. Result: 1 (the TCR binds to the epitope).